Dataset: Reaction yield outcomes from USPTO patents with 853,638 reactions. Task: Predict the reaction yield, written as a fraction of the theoretical maximum amount of product (1.0 means a 100% yield; for example, 0.34 means a 34% yield). (1) The reactants are [I:1]I.[F:3][C:4]([F:13])([F:12])[C:5]1[CH:10]=[C:9]([OH:11])[CH:8]=[CH:7][N:6]=1.C([O-])([O-])=O.[K+].[K+]. The catalyst is CO. The product is [I:1][C:8]1[C:9]([OH:11])=[CH:10][C:5]([C:4]([F:3])([F:12])[F:13])=[N:6][CH:7]=1. The yield is 0.570. (2) The reactants are Br[C:2]1[C:7]([CH3:8])=[CH:6][CH:5]=[CH:4][N:3]=1.[NH2:9][C@@H:10]1[CH2:15][CH2:14][CH2:13][N:12]([C:16]([O:18][C:19]([CH3:22])([CH3:21])[CH3:20])=[O:17])[CH2:11]1.C([O-])([O-])=O.[Cs+].[Cs+].O. The catalyst is C1(C)C=CC=CC=1.C12(PC34CC(CC3)CC4)CC(CC1)CC2.CN(CC1[C-]([Pd]Cl)C=CC=1)C.[CH-]1C=CC=C1.[Fe+2].CC([O-])=O.CC([O-])=O.[Pd+2]. The product is [CH3:8][C:7]1[C:2]([NH:9][C@@H:10]2[CH2:15][CH2:14][CH2:13][N:12]([C:16]([O:18][C:19]([CH3:22])([CH3:21])[CH3:20])=[O:17])[CH2:11]2)=[N:3][CH:4]=[CH:5][CH:6]=1. The yield is 0.600. (3) The catalyst is C1(C)C(C)=CC=CC=1. The reactants are C1(P(C2C=CC=CC=2)C2C=CC=CC=2)C=CC=CC=1.[C:20]([O:24][C:25](=[O:42])[C@@H:26]([N:28]([C:31](=[O:41])[C:32]1[CH:37]=[CH:36][CH:35]=[CH:34][C:33]=1[N:38]=[N+]=[N-])[CH:29]=O)[CH3:27])([CH3:23])([CH3:22])[CH3:21]. The yield is 0.750. The product is [C:20]([O:24][C:25](=[O:42])[C@@H:26]([N:28]1[C:31](=[O:41])[C:32]2[C:33](=[CH:34][CH:35]=[CH:36][CH:37]=2)[N:38]=[CH:29]1)[CH3:27])([CH3:23])([CH3:22])[CH3:21]. (4) The catalyst is CCO.C1COCC1. The yield is 0.810. The reactants are C[O:2][C:3](=[O:30])[C:4]1[CH:9]=[C:8]([N+:10]([O-:12])=[O:11])[CH:7]=[CH:6][C:5]=1[NH:13][C:14]1[CH:19]=[CH:18][C:17]([CH2:20][CH2:21][C:22]2[CH:27]=[CH:26][C:25]([CH3:28])=[C:24]([CH3:29])[CH:23]=2)=[CH:16][CH:15]=1.[OH-].[Na+]. The product is [CH3:29][C:24]1[CH:23]=[C:22]([CH2:21][CH2:20][C:17]2[CH:18]=[CH:19][C:14]([NH:13][C:5]3[CH:6]=[CH:7][C:8]([N+:10]([O-:12])=[O:11])=[CH:9][C:4]=3[C:3]([OH:30])=[O:2])=[CH:15][CH:16]=2)[CH:27]=[CH:26][C:25]=1[CH3:28]. (5) The reactants are [CH:1]([N:4]1[CH2:9][CH2:8][N:7]([C:10]([C:12]2[CH:13]=[C:14]3[C:18](=[CH:19][CH:20]=2)[NH:17][C:16]([C:21]([N:23]2[CH2:28][CH2:27][CH:26]([O:29][CH3:30])[CH2:25][CH2:24]2)=[O:22])=[CH:15]3)=[O:11])[CH2:6][CH2:5]1)([CH3:3])[CH3:2].[Cl:31][C:32]1[CH:33]=[C:34](B(O)O)[CH:35]=[CH:36][CH:37]=1.N1C=CC=CC=1. The catalyst is ClCCl.C([O-])(=O)C.[Cu+2].C([O-])(=O)C. The product is [Cl:31][C:32]1[CH:37]=[C:36]([N:17]2[C:18]3[C:14](=[CH:13][C:12]([C:10]([N:7]4[CH2:8][CH2:9][N:4]([CH:1]([CH3:3])[CH3:2])[CH2:5][CH2:6]4)=[O:11])=[CH:20][CH:19]=3)[CH:15]=[C:16]2[C:21]([N:23]2[CH2:28][CH2:27][CH:26]([O:29][CH3:30])[CH2:25][CH2:24]2)=[O:22])[CH:35]=[CH:34][CH:33]=1. The yield is 0.430. (6) The reactants are Br[CH2:2][CH2:3][CH2:4][CH2:5][CH2:6][CH2:7][N:8]([CH2:16][C:17]1[CH:22]=[CH:21][CH:20]=[CH:19][C:18]=1[O:23][C:24]([CH3:27])([CH3:26])[CH3:25])[CH2:9][C:10]1[CH:15]=[CH:14][CH:13]=[CH:12][N:11]=1.CO[CH:30]1[CH2:35][CH:34]([C:36]2[CH:41]=[CH:40][CH:39]=[CH:38][CH:37]=2)[CH2:33][CH2:32]N1.[C:42]([O-:45])([O-])=O.[K+].[K+].[CH3:48]C#N. No catalyst specified. The product is [C:24]([O:23][C:18]1[CH:19]=[CH:20][CH:21]=[CH:22][C:17]=1[CH2:16][N:8]([CH2:9][C:10]1[CH:15]=[CH:14][CH:13]=[CH:12][N:11]=1)[CH2:7][CH2:6][CH2:5][CH2:4][CH2:3][CH2:2][CH:39]1[CH2:38][CH2:37][CH:36]([C:34]2[CH:33]=[CH:32][CH:48]=[CH:30][C:35]=2[O:45][CH3:42])[CH2:41][CH2:40]1)([CH3:27])([CH3:26])[CH3:25]. The yield is 0.580. (7) The catalyst is O1CCCC1. The reactants are [CH2:1]([O:8][C:9]1[CH:14]=[C:13]([OH:15])[CH:12]=[CH:11][C:10]=1/[CH:16]=[CH:17]/[C:18]([O:20][CH2:21][CH3:22])=[O:19])[C:2]1[CH:7]=[CH:6][CH:5]=[CH:4][CH:3]=1.[CH3:23][O:24][CH2:25][CH2:26]O.C(P(CCCC)CCCC)CCC.N(C(N1CCCCC1)=O)=NC(N1CCCCC1)=O. The yield is 0.830. The product is [CH2:1]([O:8][C:9]1[CH:14]=[C:13]([O:15][CH2:26][CH2:25][O:24][CH3:23])[CH:12]=[CH:11][C:10]=1/[CH:16]=[CH:17]/[C:18]([O:20][CH2:21][CH3:22])=[O:19])[C:2]1[CH:3]=[CH:4][CH:5]=[CH:6][CH:7]=1. (8) The reactants are Br[C:2]1[CH:3]=[C:4]([C:8]2[N:12]([C:13]3[CH:18]=[CH:17][CH:16]=[CH:15][CH:14]=3)[C:11]3[CH:19]=[CH:20][CH:21]=[CH:22][C:10]=3[N:9]=2)[CH:5]=[CH:6][CH:7]=1.[B:23]1([B:23]2[O:27][C:26]([CH3:29])([CH3:28])[C:25]([CH3:31])([CH3:30])[O:24]2)[O:27][C:26]([CH3:29])([CH3:28])[C:25]([CH3:31])([CH3:30])[O:24]1.C([O-])(=O)C.[K+]. The catalyst is C1C=CC(P(C2C=CC=CC=2)[C-]2C=CC=C2)=CC=1.C1C=CC(P(C2C=CC=CC=2)[C-]2C=CC=C2)=CC=1.Cl[Pd]Cl.[Fe+2].O1CCOCC1. The product is [C:13]1([N:12]2[C:11]3[CH:19]=[CH:20][CH:21]=[CH:22][C:10]=3[N:9]=[C:8]2[C:4]2[CH:5]=[CH:6][CH:7]=[C:2]([B:23]3[O:27][C:26]([CH3:29])([CH3:28])[C:25]([CH3:31])([CH3:30])[O:24]3)[CH:3]=2)[CH:18]=[CH:17][CH:16]=[CH:15][CH:14]=1. The yield is 0.810. (9) The reactants are [OH-].[Na+].[Br:3][C:4]1[S:8][CH:7]=[C:6]([C:9]([O:11]CC)=[O:10])[CH:5]=1.Cl. The catalyst is O1CCCC1.CO.O.C(OCC)(=O)C. The product is [Br:3][C:4]1[S:8][CH:7]=[C:6]([C:9]([OH:11])=[O:10])[CH:5]=1. The yield is 0.920.